This data is from Reaction yield outcomes from USPTO patents with 853,638 reactions. The task is: Predict the reaction yield, written as a fraction of the theoretical maximum amount of product (1.0 means a 100% yield; for example, 0.34 means a 34% yield). (1) The reactants are C(OC([N:8]1[CH2:12][C@@H:11]([C:13]2[C:21]3[C:16](=[CH:17][CH:18]=[CH:19][CH:20]=3)[NH:15][CH:14]=2)[C@H:10]([C:22]2[C:32]3=[C:33]4[C:28](=[CH:29][CH:30]=[CH:31]3)[CH2:27][CH2:26][CH2:25][N:24]4[CH:23]=2)[CH2:9]1)=O)(C)(C)C.Cl.O1CCOCC1.CCN(C(C)C)C(C)C.[CH3:50][C:51]([CH3:57])([CH3:56])[CH2:52][C:53](Cl)=[O:54]. The catalyst is C(Cl)Cl. The product is [C:22]1([C@H:10]2[C@H:11]([C:13]3[C:21]4[C:16](=[CH:17][CH:18]=[CH:19][CH:20]=4)[NH:15][CH:14]=3)[CH2:12][N:8]([C:53](=[O:54])[CH2:52][C:51]([CH3:57])([CH3:56])[CH3:50])[CH2:9]2)[C:32]2=[C:33]3[C:28](=[CH:29][CH:30]=[CH:31]2)[CH2:27][CH2:26][CH2:25][N:24]3[CH:23]=1. The yield is 0.530. (2) The reactants are [H-].[Na+].[CH3:3][O:4][C:5]1[CH:6]=[CH:7][C:8]([NH:15][C:16]2[N:20]([C:21]3[CH:26]=[CH:25][CH:24]=[CH:23][C:22]=3[CH3:27])[N:19]=[C:18]([CH3:28])[C:17]=2[C:29]2[CH:34]=[CH:33][CH:32]=[CH:31][CH:30]=2)=[C:9]([CH:14]=1)[C:10]([O:12][CH3:13])=[O:11].I[CH3:36].O. The catalyst is CN(C=O)C. The product is [CH3:3][O:4][C:5]1[CH:6]=[CH:7][C:8]([N:15]([CH3:36])[C:16]2[N:20]([C:21]3[CH:26]=[CH:25][CH:24]=[CH:23][C:22]=3[CH3:27])[N:19]=[C:18]([CH3:28])[C:17]=2[C:29]2[CH:34]=[CH:33][CH:32]=[CH:31][CH:30]=2)=[C:9]([CH:14]=1)[C:10]([O:12][CH3:13])=[O:11]. The yield is 0.680. (3) The product is [CH3:1][C:2]1[C:3]([C:11]2[CH:16]=[CH:15][C:14]([O:17][CH2:2][CH2:3][CH2:4][N:5]3[CH2:10][CH2:9][CH2:8][CH2:7][CH2:6]3)=[CH:13][CH:12]=2)=[CH:4][N:5]2[C:10]=1[CH:9]=[CH:8][CH:7]=[CH:6]2. The yield is 0.300. The reactants are [CH3:1][C:2]1[C:3]([C:11]2[CH:16]=[CH:15][C:14]([OH:17])=[CH:13][CH:12]=2)=[CH:4][N:5]2[C:10]=1[CH:9]=[CH:8][CH:7]=[CH:6]2.C[O-].[Na+].[Cl-]. The catalyst is CN(C)C=O. (4) The reactants are [CH:1]1([CH2:7][O:8][C:9]2[CH:14]=[C:13]([O:15][CH2:16][CH2:17][O:18][CH3:19])[CH:12]=[CH:11][C:10]=2/[CH:20]=[CH:21]/[C:22]([OH:24])=O)[CH2:6][CH2:5][CH2:4][CH2:3][CH2:2]1.Cl.C(N=C=NCCCN(C)C)C.[CH2:37]([S:42]([NH2:45])(=[O:44])=[O:43])[CH2:38][CH2:39][CH2:40][CH3:41]. The catalyst is C(#N)C.CN(C)C1C=CN=CC=1. The product is [CH:1]1([CH2:7][O:8][C:9]2[CH:14]=[C:13]([O:15][CH2:16][CH2:17][O:18][CH3:19])[CH:12]=[CH:11][C:10]=2/[CH:20]=[CH:21]/[C:22]([NH:45][S:42]([CH2:37][CH2:38][CH2:39][CH2:40][CH3:41])(=[O:44])=[O:43])=[O:24])[CH2:2][CH2:3][CH2:4][CH2:5][CH2:6]1. The yield is 0.250. (5) The reactants are [CH3:1][O:2][C:3]1[CH:40]=[CH:39][C:6]([CH2:7][N:8]([CH2:30][C:31]2[CH:36]=[CH:35][C:34]([O:37][CH3:38])=[CH:33][CH:32]=2)[C:9]2[N:14]=[CH:13][C:12]([C:15]3[C:16]4[CH2:29][CH2:28][NH:27][C:17]=4[N:18]=[C:19]([N:21]4[CH2:26][CH2:25][O:24][CH2:23][CH2:22]4)[N:20]=3)=[CH:11][N:10]=2)=[CH:5][CH:4]=1.Br[C:42]1[CH:49]=[CH:48][C:45]([CH:46]=[O:47])=[CH:44][CH:43]=1.COC1C=CC=C(OC)C=1C1C=CC=CC=1P(C1CCCCC1)C1CCCCC1.P([O-])([O-])([O-])=O.[K+].[K+].[K+]. The catalyst is C1C=CC(/C=C/C(/C=C/C2C=CC=CC=2)=O)=CC=1.C1C=CC(/C=C/C(/C=C/C2C=CC=CC=2)=O)=CC=1.C1C=CC(/C=C/C(/C=C/C2C=CC=CC=2)=O)=CC=1.[Pd].[Pd].CN(C)C=O. The product is [CH3:38][O:37][C:34]1[CH:33]=[CH:32][C:31]([CH2:30][N:8]([CH2:7][C:6]2[CH:5]=[CH:4][C:3]([O:2][CH3:1])=[CH:40][CH:39]=2)[C:9]2[N:10]=[CH:11][C:12]([C:15]3[C:16]4[CH2:29][CH2:28][N:27]([C:42]5[CH:49]=[CH:48][C:45]([CH:46]=[O:47])=[CH:44][CH:43]=5)[C:17]=4[N:18]=[C:19]([N:21]4[CH2:26][CH2:25][O:24][CH2:23][CH2:22]4)[N:20]=3)=[CH:13][N:14]=2)=[CH:36][CH:35]=1. The yield is 0.490. (6) The reactants are [F:1][C:2]1[C:3]([N+:12]([O-:14])=[O:13])=[CH:4][C:5]2[O:9][C:8]([CH3:10])=[N:7][C:6]=2[CH:11]=1.C(O)(=O)C.[BH4-].[Na+].C(=O)(O)[O-].[Na+]. The catalyst is O1CCCC1. The product is [CH2:8]([NH:7][C:6]1[CH:11]=[C:2]([F:1])[C:3]([N+:12]([O-:14])=[O:13])=[CH:4][C:5]=1[OH:9])[CH3:10]. The yield is 0.840. (7) The reactants are Cl[CH2:2][C:3]1[S:4][CH:5]=[CH:6][N:7]=1.[OH:8][CH2:9][C:10]([N:12]([CH2:14][CH2:15][O:16][C:17]1[CH:26]=[CH:25][CH:24]=[C:23]2[C:18]=1[C:19]([NH:27][C:28]1[CH:33]=[CH:32][C:31]([OH:34])=[C:30]([CH3:35])[CH:29]=1)=[N:20][CH:21]=[N:22]2)[CH3:13])=[O:11]. No catalyst specified. The product is [OH:8][CH2:9][C:10]([N:12]([CH3:13])[CH2:14][CH2:15][O:16][C:17]1[CH:26]=[CH:25][CH:24]=[C:23]2[C:18]=1[C:19]([NH:27][C:28]1[CH:33]=[CH:32][C:31]([O:34][CH2:2][C:3]3[S:4][CH:5]=[CH:6][N:7]=3)=[C:30]([CH3:35])[CH:29]=1)=[N:20][CH:21]=[N:22]2)=[O:11]. The yield is 0.380. (8) The reactants are [CH2:1]([O:3][C:4]1([C:7]2[CH:12]=[CH:11][C:10]([C:13]#[C:14][C:15]3[CH:20]=[CH:19][C:18]([CH2:21][C:22]([O:24]C)=[O:23])=[CH:17][CH:16]=3)=[CH:9][C:8]=2[CH:26]([CH3:28])[CH3:27])[CH2:6][CH2:5]1)[CH3:2].[OH-].[Na+].O.CC#N. The catalyst is C(O)C.O1CCCC1. The product is [CH2:1]([O:3][C:4]1([C:7]2[CH:12]=[CH:11][C:10]([C:13]#[C:14][C:15]3[CH:16]=[CH:17][C:18]([CH2:21][C:22]([OH:24])=[O:23])=[CH:19][CH:20]=3)=[CH:9][C:8]=2[CH:26]([CH3:27])[CH3:28])[CH2:6][CH2:5]1)[CH3:2]. The yield is 0.700.